Regression. Given a peptide amino acid sequence and an MHC pseudo amino acid sequence, predict their binding affinity value. This is MHC class I binding data. From a dataset of Peptide-MHC class I binding affinity with 185,985 pairs from IEDB/IMGT. (1) The peptide sequence is IFFASFYYI. The MHC is HLA-A26:01 with pseudo-sequence HLA-A26:01. The binding affinity (normalized) is 0.307. (2) The peptide sequence is RVYEALYYV. The MHC is HLA-A33:01 with pseudo-sequence HLA-A33:01. The binding affinity (normalized) is 0. (3) The peptide sequence is AADFPGIAR. The MHC is HLA-A26:03 with pseudo-sequence HLA-A26:03. The binding affinity (normalized) is 0.0847. (4) The peptide sequence is GIPHPAGLK. The MHC is HLA-B08:01 with pseudo-sequence HLA-B08:01. The binding affinity (normalized) is 0.